Dataset: Full USPTO retrosynthesis dataset with 1.9M reactions from patents (1976-2016). Task: Predict the reactants needed to synthesize the given product. (1) The reactants are: [F:1][C:2]1[CH:3]=[CH:4][C:5]([I:11])=[C:6]([CH:10]=1)[C:7]([OH:9])=[O:8].S(=O)(=O)(O)O.[CH3:17]O. Given the product [CH3:17][O:8][C:7](=[O:9])[C:6]1[CH:10]=[C:2]([F:1])[CH:3]=[CH:4][C:5]=1[I:11], predict the reactants needed to synthesize it. (2) Given the product [OH:1][CH:2]1[CH2:6][CH2:5][N:4]([C:7]([N:9]2[CH2:14][CH:13]([C:15]3[CH:20]=[CH:19][C:18]([O:21][C:22]([F:24])([F:23])[F:25])=[CH:17][CH:16]=3)[CH2:12][CH:11]([C:26]3[O:27][N:35]=[C:31]([CH:32]([CH3:34])[CH3:33])[N:30]=3)[CH2:10]2)=[O:8])[CH2:3]1, predict the reactants needed to synthesize it. The reactants are: [OH:1][CH:2]1[CH2:6][CH2:5][N:4]([C:7]([N:9]2[CH2:14][CH:13]([C:15]3[CH:20]=[CH:19][C:18]([O:21][C:22]([F:25])([F:24])[F:23])=[CH:17][CH:16]=3)[CH2:12][CH:11]([C:26](O)=[O:27])[CH2:10]2)=[O:8])[CH2:3]1.O[NH:30][C:31](=[NH:35])[CH:32]([CH3:34])[CH3:33]. (3) The reactants are: [CH3:1][C:2]1([C:7]2[O:11][C:10]([CH2:12][N:13]3[N:17]=[C:16]([NH2:18])[CH:15]=[N:14]3)=[CH:9][CH:8]=2)[O:6]CCO1.[F:19][C:20]([F:33])([F:32])[C:21]1[CH:26]=[CH:25][C:24](/[CH:27]=[CH:28]/[C:29](O)=[O:30])=[CH:23][CH:22]=1. Given the product [C:2]([C:7]1[O:11][C:10]([CH2:12][N:13]2[N:17]=[C:16]([NH:18][C:29](=[O:30])/[CH:28]=[CH:27]/[C:24]3[CH:23]=[CH:22][C:21]([C:20]([F:32])([F:33])[F:19])=[CH:26][CH:25]=3)[CH:15]=[N:14]2)=[CH:9][CH:8]=1)(=[O:6])[CH3:1], predict the reactants needed to synthesize it. (4) Given the product [C:12]([C:14](=[C:9]([CH3:10])[CH2:8][CH2:7][C:1]1[CH:6]=[CH:5][CH:4]=[CH:3][CH:2]=1)[C:15]([O:17][CH3:18])=[O:16])#[N:13], predict the reactants needed to synthesize it. The reactants are: [C:1]1([CH2:7][CH2:8][C:9](=O)[CH3:10])[CH:6]=[CH:5][CH:4]=[CH:3][CH:2]=1.[C:12]([CH2:14][C:15]([O:17][CH3:18])=[O:16])#[N:13].C(O)(=O)C.C([O-])(=O)C.[NH4+]. (5) Given the product [Br:6][C:7]1[CH:17]=[CH:16][C:1]2[N:2]([CH3:5])[C:3](=[O:4])[CH2:13][O:14][C:9]=2[CH:8]=1, predict the reactants needed to synthesize it. The reactants are: [CH3:1][N:2]([CH3:5])[CH:3]=[O:4].[Br:6][C:7]1[CH:17]=[CH:16]C2NC(=O)[CH2:13][O:14][C:9]=2[CH:8]=1.C(=O)([O-])[O-].[K+].[K+].IC. (6) Given the product [NH:1]([C:8]([O:10][CH2:11][C:12]1[CH:17]=[CH:16][CH:15]=[CH:14][CH:13]=1)=[O:9])[C@H:2]([C:5]([NH:25][CH2:18][C:19]1[CH:24]=[CH:23][CH:22]=[CH:21][CH:20]=1)=[O:7])[CH2:3][OH:4], predict the reactants needed to synthesize it. The reactants are: [NH:1]([C:8]([O:10][CH2:11][C:12]1[CH:17]=[CH:16][CH:15]=[CH:14][CH:13]=1)=[O:9])[C@H:2]([C:5]([OH:7])=O)[CH2:3][OH:4].[CH2:18]([NH2:25])[C:19]1[CH:24]=[CH:23][CH:22]=[CH:21][CH:20]=1.OC1C2N=NNC=2C=CC=1.Cl.C(N=C=NCCCN(C)C)C. (7) Given the product [Br:1][C:2]1[CH:3]=[C:4]([Cl:9])[C:5]([NH2:8])=[N:6][CH:7]=1, predict the reactants needed to synthesize it. The reactants are: [Br:1][C:2]1[CH:3]=[CH:4][C:5]([NH2:8])=[N:6][CH:7]=1.[ClH:9].OO.